From a dataset of Forward reaction prediction with 1.9M reactions from USPTO patents (1976-2016). Predict the product of the given reaction. (1) Given the reactants [C:1]([O:5][C:6]([N:8]([CH2:21][CH:22]1[CH2:24][CH2:23]1)[C@@H:9]1[CH2:11][C@H:10]1[C:12]1[CH:13]=[C:14]([CH:18]=[CH:19][CH:20]=1)[C:15](O)=[O:16])=[O:7])([CH3:4])([CH3:3])[CH3:2].Cl.Cl.[F:27][C:28]([F:38])([F:37])[CH2:29][N:30]1[CH2:35][CH2:34][CH:33]([NH2:36])[CH2:32][CH2:31]1.C(N(CC)CC)C.F[P-](F)(F)(F)(F)F.N1(OC(N(C)C)=[N+](C)C)C2N=CC=CC=2N=N1, predict the reaction product. The product is: [CH:22]1([CH2:21][N:8]([C@@H:9]2[CH2:11][C@H:10]2[C:12]2[CH:20]=[CH:19][CH:18]=[C:14]([C:15](=[O:16])[NH:36][CH:33]3[CH2:34][CH2:35][N:30]([CH2:29][C:28]([F:38])([F:27])[F:37])[CH2:31][CH2:32]3)[CH:13]=2)[C:6](=[O:7])[O:5][C:1]([CH3:3])([CH3:2])[CH3:4])[CH2:23][CH2:24]1. (2) Given the reactants [CH3:1][C:2]1[CH:7]=[CH:6][N:5]=[C:4]([C:8](=O)[CH2:9][C:10](=O)[C:11]([O:13][CH2:14][CH3:15])=[O:12])[CH:3]=1.[Cl:18][C:19]1[N:20]=[N:21][C:22]([NH:25][NH2:26])=[CH:23][CH:24]=1.Cl.C(=O)(O)[O-].[Na+], predict the reaction product. The product is: [Cl:18][C:19]1[N:20]=[N:21][C:22]([N:25]2[C:8]([C:4]3[CH:3]=[C:2]([CH3:1])[CH:7]=[CH:6][N:5]=3)=[CH:9][C:10]([C:11]([O:13][CH2:14][CH3:15])=[O:12])=[N:26]2)=[CH:23][CH:24]=1. (3) Given the reactants [N:1]1[CH:6]=[CH:5][CH:4]=[C:3]([N:7]2[CH2:22][CH2:21][CH2:20][C:8]32[CH2:12][N:11](C(OC(C)(C)C)=O)[CH2:10][CH2:9]3)[CH:2]=1.[ClH:23], predict the reaction product. The product is: [ClH:23].[ClH:23].[N:1]1[CH:6]=[CH:5][CH:4]=[C:3]([N:7]2[C:8]3([CH2:9][CH2:10][NH:11][CH2:12]3)[CH2:20][CH2:21][CH2:22]2)[CH:2]=1. (4) The product is: [OH:37][C@H:27]1[C@H:28]([OH:36])[C@@H:29]([CH2:34][OH:35])[O:30][C@@H:31]([O:32][CH3:33])[C@@H:26]1[NH:25][C:7](=[O:9])/[CH:6]=[CH:5]/[C:4]1[CH:3]=[C:2]([CH3:1])[CH:12]=[CH:11][CH:10]=1. Given the reactants [CH3:1][C:2]1[CH:3]=[C:4]([CH:10]=[CH:11][CH:12]=1)[CH:5]=[CH:6][C:7]([OH:9])=O.CCN=C=NCCCN(C)C.Cl.[NH2:25][C@H:26]1[C@H:31]([O:32][CH3:33])[O:30][C@H:29]([CH2:34][OH:35])[C@@H:28]([OH:36])[C@@H:27]1[OH:37], predict the reaction product. (5) Given the reactants [CH3:1][Si:2]([CH3:47])([CH3:46])[CH2:3][CH2:4][O:5][CH2:6][N:7]([CH2:38][O:39][CH2:40][CH2:41][Si:42]([CH3:45])([CH3:44])[CH3:43])[C:8]1[N:13]2[N:14]=[CH:15][C:16]([C:17]3[CH:18]=[N:19][C:20]([C:23]4[CH:28]=[CH:27][CH:26]=[CH:25][CH:24]=4)=[CH:21][CH:22]=3)=[C:12]2[N:11]=[C:10]([CH:29]2[CH2:34][CH2:33][C:32]([CH2:36]O)([OH:35])[CH2:31][CH2:30]2)[CH:9]=1.CS(Cl)(=O)=O.[CH3:53][S:54]([NH2:57])(=[O:56])=[O:55].[H-].[Na+].[NH4+].[Cl-], predict the reaction product. The product is: [CH3:44][Si:42]([CH3:45])([CH3:43])[CH2:41][CH2:40][O:39][CH2:38][N:7]([CH2:6][O:5][CH2:4][CH2:3][Si:2]([CH3:46])([CH3:47])[CH3:1])[C:8]1[N:13]2[N:14]=[CH:15][C:16]([C:17]3[CH:18]=[N:19][C:20]([C:23]4[CH:28]=[CH:27][CH:26]=[CH:25][CH:24]=4)=[CH:21][CH:22]=3)=[C:12]2[N:11]=[C:10]([CH:29]2[CH2:34][CH2:33][C:32]([CH2:36][NH:57][S:54]([CH3:53])(=[O:56])=[O:55])([OH:35])[CH2:31][CH2:30]2)[CH:9]=1. (6) Given the reactants [N:1]1([C:7]2[CH:8]=[C:9]([CH:13]=[C:14]([N+:16]([O-:18])=[O:17])[CH:15]=2)[C:10](O)=[O:11])[CH2:6][CH2:5][O:4][CH2:3][CH2:2]1.[NH3:19], predict the reaction product. The product is: [N:1]1([C:7]2[CH:8]=[C:9]([CH:13]=[C:14]([N+:16]([O-:18])=[O:17])[CH:15]=2)[C:10]([NH2:19])=[O:11])[CH2:6][CH2:5][O:4][CH2:3][CH2:2]1. (7) Given the reactants [Br:1][C:2]1[CH:3]=[C:4]([O:9][C:10]2[C:11]([F:23])=[C:12]([CH2:19]C(O)=O)[CH:13]=[CH:14][C:15]=2[N+:16]([O-:18])=[O:17])[CH:5]=[C:6]([Cl:8])[CH:7]=1, predict the reaction product. The product is: [Br:1][C:2]1[CH:3]=[C:4]([O:9][C:10]2[C:11]([F:23])=[C:12]([CH3:19])[CH:13]=[CH:14][C:15]=2[N+:16]([O-:18])=[O:17])[CH:5]=[C:6]([Cl:8])[CH:7]=1. (8) The product is: [Cl:1][CH2:2][C:3]([N:12]([C:13]1[CH:14]=[CH:15][CH:16]=[CH:17][CH:18]=1)[C:6]1[CH:11]=[CH:10][CH:9]=[CH:8][CH:7]=1)=[O:4]. Given the reactants [Cl:1][CH2:2][C:3](Cl)=[O:4].[C:6]1([NH:12][C:13]2[CH:18]=[CH:17][CH:16]=[CH:15][CH:14]=2)[CH:11]=[CH:10][CH:9]=[CH:8][CH:7]=1.C(N(CC)CC)C, predict the reaction product.